This data is from Reaction yield outcomes from USPTO patents with 853,638 reactions. The task is: Predict the reaction yield, written as a fraction of the theoretical maximum amount of product (1.0 means a 100% yield; for example, 0.34 means a 34% yield). The reactants are [NH2:1][C:2]1[N:11]=[C:10]2[C:5]([C:6](=O)[CH:7]=[C:8]([CH:12]([CH3:14])[CH3:13])[NH:9]2)=[CH:4][CH:3]=1.P(Br)(Br)([Br:18])=O.C(=O)(O)[O-].[Na+]. The catalyst is C(#N)C. The product is [Br:18][C:6]1[CH:7]=[C:8]([CH:12]([CH3:14])[CH3:13])[N:9]=[C:10]2[C:5]=1[CH:4]=[CH:3][C:2]([NH2:1])=[N:11]2. The yield is 0.600.